Dataset: Full USPTO retrosynthesis dataset with 1.9M reactions from patents (1976-2016). Task: Predict the reactants needed to synthesize the given product. Given the product [NH2:1][C:2]1[C:11]2[N:12]=[C:13]([CH2:20][CH2:21][CH2:22][CH3:23])[N:14]([CH2:15][CH2:16][CH2:17][CH2:18][NH:19][C:34](=[O:41])[C:35]3[CH:40]=[CH:39][CH:38]=[N:37][CH:36]=3)[C:10]=2[C:9]2[N:8]=[CH:7][CH:6]=[CH:5][C:4]=2[N:3]=1, predict the reactants needed to synthesize it. The reactants are: [NH2:1][C:2]1[C:11]2[N:12]=[C:13]([CH2:20][CH2:21][CH2:22][CH3:23])[N:14]([CH2:15][CH2:16][CH2:17][CH2:18][NH2:19])[C:10]=2[C:9]2[N:8]=[CH:7][CH:6]=[CH:5][C:4]=2[N:3]=1.C(N(CC)C(C)C)(C)C.Cl.[C:34](Cl)(=[O:41])[C:35]1[CH:40]=[CH:39][CH:38]=[N:37][CH:36]=1.ClCCl.